From a dataset of Peptide-MHC class II binding affinity with 134,281 pairs from IEDB. Regression. Given a peptide amino acid sequence and an MHC pseudo amino acid sequence, predict their binding affinity value. This is MHC class II binding data. The binding affinity (normalized) is 0.268. The peptide sequence is SQIPISINYRTEIDK. The MHC is HLA-DQA10501-DQB10201 with pseudo-sequence HLA-DQA10501-DQB10201.